Dataset: Forward reaction prediction with 1.9M reactions from USPTO patents (1976-2016). Task: Predict the product of the given reaction. (1) Given the reactants [CH3:1][C:2]([CH3:15])([S:4]([NH:6][C:7]1(/[C:11](=[N:13]/[OH:14])/[NH2:12])[CH2:10][CH2:9][CH2:8]1)=[O:5])[CH3:3].[CH3:16]OC(OC)N(C)C, predict the reaction product. The product is: [O:14]1[CH:16]=[N:12][C:11]([C:7]2([NH:6][S:4]([C:2]([CH3:15])([CH3:1])[CH3:3])=[O:5])[CH2:10][CH2:9][CH2:8]2)=[N:13]1. (2) Given the reactants C([O:3][C:4](=[O:32])[C:5]([S:8][C:9]1[S:13][C:12]([NH:14][C:15]([N:17](CC2CCCC2)[C:18]2[CH:23]=[CH:22][C:21]([F:24])=[C:20]([F:25])[CH:19]=2)=[O:16])=[N:11][CH:10]=1)([CH3:7])[CH3:6])C.[CH:33]1(CN(C2C=CC(F)=C(F)C=2)C(=O)NC2SC=C(CC(O)=O)N=2)[CH2:37][CH2:36][CH2:35][CH2:34]1.F[C:61]1C=C(C=CC=1F)N.C1(C=O)CCCC1.C(OC(=O)C(SC1SC(N)=NC=1)(C)C)C, predict the reaction product. The product is: [CH:33]1([N:17]([C:18]2[CH:23]=[CH:22][C:21]([F:24])=[C:20]([F:25])[CH:19]=2)[C:15](=[O:16])[N:14]([CH3:61])[C:12]2[S:13][C:9]([S:8][C:5]([CH3:6])([CH3:7])[C:4]([OH:3])=[O:32])=[CH:10][N:11]=2)[CH2:37][CH2:36][CH2:35][CH2:34]1. (3) Given the reactants [F:1][C:2]1[C:7]2[N:8]=[C:9]([CH2:11][C:12]([NH:14][NH2:15])=[O:13])[S:10][C:6]=2[CH:5]=[C:4]([C:16]2[CH:21]=[CH:20][CH:19]=[CH:18][CH:17]=2)[CH:3]=1.[S:22]([CH2:26][C:27](O)=O)(=[O:25])(=[O:24])[NH2:23], predict the reaction product. The product is: [F:1][C:2]1[C:7]2[N:8]=[C:9]([CH2:11][C:12]3[O:13][C:27]([CH2:26][S:22]([NH2:23])(=[O:25])=[O:24])=[N:15][N:14]=3)[S:10][C:6]=2[CH:5]=[C:4]([C:16]2[CH:21]=[CH:20][CH:19]=[CH:18][CH:17]=2)[CH:3]=1. (4) Given the reactants [F:1][C:2]1[CH:7]=[C:6]([CH3:8])[CH:5]=[CH:4][C:3]=1[NH2:9].C1(P(C2C=CC=CC=2)C2(P(C3C=CC=CC=3)C3C=CC=CC=3)CC=C3C(C=CC=C3)=C2C2C3C(=CC=CC=3)C=CC=2)C=CC=CC=1.C(=O)([O-])[O-].[Cs+].[Cs+].[CH2:62]([O:64][C:65]([C:67]1[C:72](Cl)=[C:71]([CH3:74])[C:70](=[O:75])[N:69]([CH3:76])[C:68]=1[CH3:77])=[O:66])[CH3:63], predict the reaction product. The product is: [CH2:62]([O:64][C:65]([C:67]1[C:72]([NH:9][C:3]2[CH:4]=[CH:5][C:6]([CH3:8])=[CH:7][C:2]=2[F:1])=[C:71]([CH3:74])[C:70](=[O:75])[N:69]([CH3:76])[C:68]=1[CH3:77])=[O:66])[CH3:63]. (5) Given the reactants [H-].[Na+].[C:3]([O:7][C:8]([NH:10][C:11]1[CH:16]=[CH:15][CH:14]=[C:13]([CH3:17])[N:12]=1)=[O:9])([CH3:6])([CH3:5])[CH3:4].I[CH3:19], predict the reaction product. The product is: [C:3]([O:7][C:8]([N:10]([CH3:19])[C:11]1[CH:16]=[CH:15][CH:14]=[C:13]([CH3:17])[N:12]=1)=[O:9])([CH3:6])([CH3:5])[CH3:4]. (6) Given the reactants [C:1]([OH:7])([C:3]([F:6])([F:5])[F:4])=[O:2].C(OC([N:15]1[CH2:18][CH:17]([NH:19][C:20](=[O:39])[CH2:21][NH:22][C:23](=[O:38])[C:24]2[CH:29]=[C:28]([C:30]([F:33])([F:32])[F:31])[CH:27]=[CH:26][C:25]=2[C:34]([F:37])([F:36])[F:35])[CH2:16]1)=O)(C)(C)C, predict the reaction product. The product is: [OH:7][C:1]([C:3]([F:6])([F:5])[F:4])=[O:2].[NH:15]1[CH2:18][CH:17]([NH:19][C:20]([CH2:21][NH:22][C:23](=[O:38])[C:24]2[CH:29]=[C:28]([C:30]([F:33])([F:32])[F:31])[CH:27]=[CH:26][C:25]=2[C:34]([F:35])([F:37])[F:36])=[O:39])[CH2:16]1. (7) Given the reactants C([O:3][C:4]([C:6]1[N:15]=[C:14]([OH:16])[C:13]2[C:8](=[CH:9][CH:10]=[C:11]([OH:17])[CH:12]=2)[N:7]=1)=O)C.[NH3:18], predict the reaction product. The product is: [OH:16][C:14]1[C:13]2[C:8](=[CH:9][CH:10]=[C:11]([OH:17])[CH:12]=2)[N:7]=[C:6]([C:4]([NH2:18])=[O:3])[N:15]=1.